Task: Predict the reactants needed to synthesize the given product.. Dataset: Full USPTO retrosynthesis dataset with 1.9M reactions from patents (1976-2016) (1) Given the product [F:29][CH:27]([F:28])[O:26][C:22]1[N:21]=[C:20]([CH2:19][N:16]2[CH:11]([C:4]3[C:5]([O:9][CH3:10])=[CH:6][CH:7]=[CH:8][C:3]=3[O:2][CH3:1])[CH2:12][CH2:13][CH2:14][C:15]2=[O:17])[CH:25]=[CH:24][CH:23]=1, predict the reactants needed to synthesize it. The reactants are: [CH3:1][O:2][C:3]1[CH:8]=[CH:7][CH:6]=[C:5]([O:9][CH3:10])[C:4]=1[CH:11]1[NH:16][C:15](=[O:17])[CH2:14][CH2:13][CH2:12]1.Br[CH2:19][C:20]1[CH:25]=[CH:24][CH:23]=[C:22]([O:26][CH:27]([F:29])[F:28])[N:21]=1. (2) Given the product [CH:1]([NH:4][C:19]1[CH:24]=[CH:23][CH:22]=[C:21]([CH2:25][N:26]2[CH2:31][CH2:30][CH2:29][CH2:28][CH2:27]2)[CH:20]=1)([CH3:3])[CH3:2], predict the reactants needed to synthesize it. The reactants are: [CH:1]([N:4]([C:19]1[CH:24]=[CH:23][CH:22]=[C:21]([CH2:25][N:26]2[CH2:31][CH2:30][CH2:29][CH2:28][CH2:27]2)[CH:20]=1)C(=O)CCN1CCNC1=C(C#N)C#N)([CH3:3])[CH3:2].C(CCN1CCN(COC)C1=C(C#N)C#N)(O)=O. (3) Given the product [F:28][C:27]([F:30])([F:29])[C:25]([OH:31])=[O:26].[CH3:1][CH:2]([CH2:23][CH3:24])[CH2:3][O:4][C:5]1[N:13]=[C:12]2[C:8]([N:9]=[C:10]([O:20][CH3:21])[NH:11]2)=[C:7]([NH2:22])[N:6]=1, predict the reactants needed to synthesize it. The reactants are: [CH3:1][CH:2]([CH2:23][CH3:24])[CH2:3][O:4][C:5]1[N:13]=[C:12]2[C:8]([N:9]=[C:10]([O:20][CH3:21])[N:11]2C2CCCCO2)=[C:7]([NH2:22])[N:6]=1.[C:25]([OH:31])([C:27]([F:30])([F:29])[F:28])=[O:26]. (4) Given the product [CH2:12]([S:3][C:2]1[N:4]=[C:5]([OH:6])[CH:7]=[C:8]([OH:9])[N:1]=1)[CH2:13][CH3:14], predict the reactants needed to synthesize it. The reactants are: [NH:1]1[C:8](=[O:9])[CH2:7][C:5](=[O:6])[NH:4][C:2]1=[S:3].[OH-].[Na+].[CH2:12](I)[CH2:13][CH3:14].Cl. (5) Given the product [CH:1]([O:4][C:5]([N:7]1[CH2:12][CH2:11][CH:10]([O:13][C:14]2[CH:19]=[CH:18][C:17]([B:26]3[O:30][C:29]([CH3:32])([CH3:31])[C:28]([CH3:34])([CH3:33])[O:27]3)=[CH:16][N:15]=2)[CH2:9][CH2:8]1)=[O:6])([CH3:3])[CH3:2], predict the reactants needed to synthesize it. The reactants are: [CH:1]([O:4][C:5]([N:7]1[CH2:12][CH2:11][CH:10]([O:13][C:14]2[CH:19]=[CH:18][C:17](Br)=[CH:16][N:15]=2)[CH2:9][CH2:8]1)=[O:6])([CH3:3])[CH3:2].C([O-])(=O)C.[K+].[B:26]1([B:26]2[O:30][C:29]([CH3:32])([CH3:31])[C:28]([CH3:34])([CH3:33])[O:27]2)[O:30][C:29]([CH3:32])([CH3:31])[C:28]([CH3:34])([CH3:33])[O:27]1. (6) Given the product [C:1]([O:4][C@H:5]1[C@H:10]([NH:11][C:12]([NH:31][CH2:27][CH2:28][CH2:29][CH3:30])=[S:13])[C@@H:9]([O:14][C:15](=[O:17])[CH3:16])[C@H:8]([O:18][C:19](=[O:21])[CH3:20])[C@@H:7]([CH2:22][O:23][C:24](=[O:26])[CH3:25])[O:6]1)(=[O:3])[CH3:2], predict the reactants needed to synthesize it. The reactants are: [C:1]([O:4][C@H:5]1[C@H:10]([N:11]=[C:12]=[S:13])[C@@H:9]([O:14][C:15](=[O:17])[CH3:16])[C@H:8]([O:18][C:19](=[O:21])[CH3:20])[C@@H:7]([CH2:22][O:23][C:24](=[O:26])[CH3:25])[O:6]1)(=[O:3])[CH3:2].[CH2:27]([NH2:31])[CH2:28][CH2:29][CH3:30].C([O-])(O)=O.[Na+].